From a dataset of Reaction yield outcomes from USPTO patents with 853,638 reactions. Predict the reaction yield, written as a fraction of the theoretical maximum amount of product (1.0 means a 100% yield; for example, 0.34 means a 34% yield). (1) The reactants are [F:1][C:2]1[CH:7]=[CH:6][CH:5]=[C:4]([F:8])[C:3]=1[N:9]1[C:14]2[N:15]=[C:16](S(C)(=O)=O)[N:17]=[C:18]([C:19]3[CH:20]=[C:21]([NH:26][C:27]([C:29]4[CH:33]=[CH:32][S:31][CH:30]=4)=[O:28])[CH:22]=[CH:23][C:24]=3[CH3:25])[C:13]=2[CH:12]=[CH:11][C:10]1=[O:38].[NH:39]1[CH2:44][CH2:43][CH:42]([NH2:45])[CH2:41][CH2:40]1. No catalyst specified. The product is [NH2:45][CH:42]1[CH2:43][CH2:44][N:39]([C:16]2[N:17]=[C:18]([C:19]3[CH:20]=[C:21]([NH:26][C:27]([C:29]4[CH:33]=[CH:32][S:31][CH:30]=4)=[O:28])[CH:22]=[CH:23][C:24]=3[CH3:25])[C:13]3[CH:12]=[CH:11][C:10](=[O:38])[N:9]([C:3]4[C:4]([F:8])=[CH:5][CH:6]=[CH:7][C:2]=4[F:1])[C:14]=3[N:15]=2)[CH2:40][CH2:41]1. The yield is 0.320. (2) The reactants are O=[C:2]([CH2:7][C:8](=[O:20])[C:9]1[CH:14]=[CH:13][C:12]([O:15][C:16]([F:19])([F:18])[F:17])=[CH:11][CH:10]=1)[C:3]([O:5][CH3:6])=[O:4].[NH2:21]O.Cl. The catalyst is CO. The product is [F:17][C:16]([F:19])([F:18])[O:15][C:12]1[CH:13]=[CH:14][C:9]([C:8]2[O:20][N:21]=[C:2]([C:3]([O:5][CH3:6])=[O:4])[CH:7]=2)=[CH:10][CH:11]=1. The yield is 0.956. (3) The reactants are [Cl-].[Al+3].[Cl-].[Cl-].[F:5][C:6]1[CH:7]=[C:8]([CH:11]=[C:12]([O:15]C)[C:13]=1[OH:14])[CH:9]=[O:10].N1C=CC=CC=1.Cl. The catalyst is ClCCl. The product is [F:5][C:6]1[CH:7]=[C:8]([CH:11]=[C:12]([OH:15])[C:13]=1[OH:14])[CH:9]=[O:10]. The yield is 0.850. (4) The reactants are [C:1]([O:9][CH2:10][C@H:11]([NH:13][C:14]([C:16]1[CH:21]=[C:20](Cl)[N:19]=[C:18]([Cl:23])[N:17]=1)=[O:15])[CH3:12])(=[O:8])[C:2]1[CH:7]=[CH:6][CH:5]=[CH:4][CH:3]=1.Cl.[NH:25]1[CH2:30][CH2:29][CH:28]([C:31]2[C:39]3[C:34](=[N:35][CH:36]=[CH:37][CH:38]=3)[NH:33][N:32]=2)[CH2:27][CH2:26]1.CCOC(C)=O. The catalyst is CO. The product is [C:1]([O:9][CH2:10][C@H:11]([NH:13][C:14]([C:16]1[CH:21]=[C:20]([N:25]2[CH2:26][CH2:27][CH:28]([C:31]3[C:39]4[C:34](=[N:35][CH:36]=[CH:37][CH:38]=4)[NH:33][N:32]=3)[CH2:29][CH2:30]2)[N:19]=[C:18]([Cl:23])[N:17]=1)=[O:15])[CH3:12])(=[O:8])[C:2]1[CH:7]=[CH:6][CH:5]=[CH:4][CH:3]=1. The yield is 0.730. (5) The reactants are [OH:1][C:2]1[CH:10]=[N:9][CH:8]=[CH:7][C:3]=1[C:4]([OH:6])=[O:5].[CH2:11](O)[CH3:12]. The catalyst is OS(O)(=O)=O. The product is [OH:1][C:2]1[CH:10]=[N:9][CH:8]=[CH:7][C:3]=1[C:4]([O:6][CH2:11][CH3:12])=[O:5]. The yield is 0.700. (6) The reactants are [CH3:1][N:2]([CH2:10][C:11]1[CH:15]=[C:14]([C:16]2[CH:21]=[CH:20][C:19]([S:22]([CH3:25])(=[O:24])=[O:23])=[CH:18][CH:17]=2)[N:13]([S:26]([C:29]2[CH:30]=[N:31][CH:32]=[CH:33][CH:34]=2)(=[O:28])=[O:27])[CH:12]=1)C(=O)OC(C)(C)C.C(OCC)(=O)C.[ClH:41]. The catalyst is C(OCC)(=O)C. The product is [ClH:41].[ClH:41].[CH3:1][NH:2][CH2:10][C:11]1[CH:15]=[C:14]([C:16]2[CH:17]=[CH:18][C:19]([S:22]([CH3:25])(=[O:23])=[O:24])=[CH:20][CH:21]=2)[N:13]([S:26]([C:29]2[CH:30]=[N:31][CH:32]=[CH:33][CH:34]=2)(=[O:27])=[O:28])[CH:12]=1. The yield is 0.330. (7) The reactants are Br[C:2]1[CH:7]=[CH:6][C:5]([O:8][CH3:9])=[C:4]([N+:10]([O-:12])=[O:11])[CH:3]=1.Cl.[CH3:14][NH:15][CH2:16][CH:17]1[CH2:22][CH2:21][O:20][CH2:19][CH2:18]1.C1(P(C2CCCCC2)C2C=CC=CC=2C2C=CC=CC=2)CCCCC1.C(=O)([O-])[O-].[Cs+].[Cs+]. The catalyst is O1CCOCC1.C([O-])(=O)C.[Pd+2].C([O-])(=O)C. The product is [CH3:9][O:8][C:5]1[CH:6]=[CH:7][C:2]([N:15]([CH3:14])[CH2:16][CH:17]2[CH2:22][CH2:21][O:20][CH2:19][CH2:18]2)=[CH:3][C:4]=1[N+:10]([O-:12])=[O:11]. The yield is 0.620. (8) The reactants are Cl[C:2]1[N:10]=[CH:9][N:8]=[C:7]2[C:3]=1[N:4]=[CH:5][N:6]2[CH:11]1[CH2:16][CH2:15][CH2:14][CH2:13][O:12]1.ClC1N=CN=C2C=1NC=N2.[OH:27][C:28]1[CH:29]=[C:30]([CH:33]=[CH:34][CH:35]=1)[CH2:31][NH2:32].C(N(CC)CC)C. The catalyst is C(O)CCC. The product is [OH:27][C:28]1[CH:29]=[C:30]([CH:33]=[CH:34][CH:35]=1)[CH2:31][NH:32][C:2]1[N:10]=[CH:9][N:8]=[C:7]2[C:3]=1[N:4]=[CH:5][N:6]2[CH:11]1[CH2:16][CH2:15][CH2:14][CH2:13][O:12]1. The yield is 0.900. (9) The reactants are [CH2:1]([O:8][C:9]([N:11]1[CH2:15][CH:14]([OH:16])[CH2:13][CH:12]1[CH2:17][C:18]1[C:26]2[C:21](=[CH:22][C:23]([F:27])=[CH:24][CH:25]=2)[NH:20][CH:19]=1)=[O:10])[C:2]1[CH:7]=[CH:6][CH:5]=[CH:4][CH:3]=1.[C:28](OC(=O)C)(=[O:30])[CH3:29]. The catalyst is CN(C1C=CN=CC=1)C.C(Cl)Cl. The product is [CH2:1]([O:8][C:9]([N:11]1[CH2:15][CH:14]([O:16][C:28](=[O:30])[CH3:29])[CH2:13][CH:12]1[CH2:17][C:18]1[C:26]2[C:21](=[CH:22][C:23]([F:27])=[CH:24][CH:25]=2)[NH:20][CH:19]=1)=[O:10])[C:2]1[CH:7]=[CH:6][CH:5]=[CH:4][CH:3]=1. The yield is 0.630.